From a dataset of Catalyst prediction with 721,799 reactions and 888 catalyst types from USPTO. Predict which catalyst facilitates the given reaction. Reactant: Cl[C:2]1[CH:7]=[CH:6][N:5]2[N:8]=[CH:9][C:10]([CH:11]=O)=[C:4]2[N:3]=1.[NH:13]1[CH2:19][C:17](=[O:18])[NH:16][C:14]1=[O:15].CC[N:22](C(C)C)C(C)C.C([O-])(=O)C.[NH4+]. Product: [NH2:22][C:2]1[CH:7]=[CH:6][N:5]2[N:8]=[CH:9][C:10]([CH:11]=[C:19]3[NH:13][C:14](=[O:15])[NH:16][C:17]3=[O:18])=[C:4]2[N:3]=1. The catalyst class is: 14.